Dataset: Forward reaction prediction with 1.9M reactions from USPTO patents (1976-2016). Task: Predict the product of the given reaction. (1) Given the reactants [C:1]([O:5][C:6]([NH:8][C:9]1([C:20](OC)=[O:21])[C:17]2[C:12](=[C:13]([F:19])[CH:14]=[C:15]([F:18])[CH:16]=2)[CH2:11][CH2:10]1)=[O:7])([CH3:4])([CH3:3])[CH3:2].[H-].[H-].[H-].[H-].[Li+].[Al+3], predict the reaction product. The product is: [F:19][C:13]1[CH:14]=[C:15]([F:18])[CH:16]=[C:17]2[C:12]=1[CH2:11][CH2:10][C:9]2([NH:8][C:6](=[O:7])[O:5][C:1]([CH3:3])([CH3:2])[CH3:4])[CH2:20][OH:21]. (2) Given the reactants Br[C:2]1[CH:7]=[CH:6][C:5]([O:8][CH3:9])=[CH:4][CH:3]=1.[Mg].[Br:11][CH2:12][CH2:13][CH2:14][CH2:15]Br.[Li+].[Cl-].[Cl-].[NH4+], predict the reaction product. The product is: [Br:11][CH2:12][CH2:13][CH2:14][CH2:15][C:2]1[CH:7]=[CH:6][C:5]([O:8][CH3:9])=[CH:4][CH:3]=1. (3) The product is: [CH3:13][O:14][C:15]1[C:16]([CH3:44])=[C:17]([C:35]([O:42][CH3:43])=[C:36]([O:40][CH3:41])[C:37]=1[O:38][CH3:39])[CH2:18][C:19]1[CH:20]=[CH:21][C:22]([O:27][CH2:28][C:29]2[CH:34]=[CH:33][CH:32]=[CH:31][CH:30]=2)=[C:23]([CH:26]=1)[C:24]([OH:11])=[O:25]. Given the reactants P([O-])(O)(O)=O.[Na+].Cl([O-])=O.[Na+].[OH:11]O.[CH3:13][O:14][C:15]1[C:16]([CH3:44])=[C:17]([C:35]([O:42][CH3:43])=[C:36]([O:40][CH3:41])[C:37]=1[O:38][CH3:39])[CH2:18][C:19]1[CH:20]=[CH:21][C:22]([O:27][CH2:28][C:29]2[CH:34]=[CH:33][CH:32]=[CH:31][CH:30]=2)=[C:23]([CH:26]=1)[CH:24]=[O:25], predict the reaction product. (4) Given the reactants [C:1]1([C:39]2[CH:44]=[CH:43][CH:42]=[CH:41][CH:40]=2)[CH:6]=[CH:5][C:4]([N:7]([C:33]2[CH:38]=[CH:37][CH:36]=[CH:35][CH:34]=2)[C:8]2[CH:20]=[CH:19][C:18]3[C:17]4[C:12](=[CH:13][CH:14]=[CH:15][CH:16]=4)[C:11]4([C:32]5[CH:31]=[CH:30][CH:29]=[CH:28][C:27]=5[C:26]5[C:21]4=[CH:22][CH:23]=[CH:24][CH:25]=5)[C:10]=3[CH:9]=2)=[CH:3][CH:2]=1.C1(C)C=CC=CC=1.[Br:52]N1C(=O)CCC1=O, predict the reaction product. The product is: [C:1]1([C:39]2[CH:44]=[CH:43][CH:42]=[CH:41][CH:40]=2)[CH:2]=[CH:3][C:4]([N:7]([C:33]2[CH:34]=[CH:35][C:36]([Br:52])=[CH:37][CH:38]=2)[C:8]2[CH:20]=[CH:19][C:18]3[C:17]4[C:12](=[CH:13][CH:14]=[CH:15][CH:16]=4)[C:11]4([C:21]5[CH:22]=[CH:23][CH:24]=[CH:25][C:26]=5[C:27]5[C:32]4=[CH:31][CH:30]=[CH:29][CH:28]=5)[C:10]=3[CH:9]=2)=[CH:5][CH:6]=1. (5) Given the reactants C([O:9][CH2:10][C@H:11]1[O:15][CH:14]([N:16]2[CH:24]=[N:23][C:22]3[C:17]2=[N:18][C:19]([NH2:29])=[N:20][C:21]=3[NH:25][CH:26]2[CH2:28][CH2:27]2)[CH2:13][O:12]1)(=O)C1C=CC=CC=1.N, predict the reaction product. The product is: [OH:9][CH2:10][C@H:11]1[O:15][CH:14]([N:16]2[CH:24]=[N:23][C:22]3[C:17]2=[N:18][C:19]([NH2:29])=[N:20][C:21]=3[NH:25][CH:26]2[CH2:28][CH2:27]2)[CH2:13][O:12]1.